This data is from Reaction yield outcomes from USPTO patents with 853,638 reactions. The task is: Predict the reaction yield, written as a fraction of the theoretical maximum amount of product (1.0 means a 100% yield; for example, 0.34 means a 34% yield). (1) The reactants are [F:1][C:2]1[CH:10]=[CH:9][C:5]([C:6]([OH:8])=[O:7])=[C:4]([OH:11])[CH:3]=1.S(=O)(=O)(O)O.[CH2:17](O)[CH3:18]. No catalyst specified. The product is [CH2:17]([O:7][C:6](=[O:8])[C:5]1[CH:9]=[CH:10][C:2]([F:1])=[CH:3][C:4]=1[OH:11])[CH3:18]. The yield is 0.850. (2) The product is [Si:9]([O:8][CH2:7][CH2:6][C:2]1[S:1][CH:5]=[CH:4][CH:3]=1)([C:12]([CH3:15])([CH3:14])[CH3:13])([CH3:11])[CH3:10]. The yield is 1.00. The reactants are [S:1]1[CH:5]=[CH:4][CH:3]=[C:2]1[CH2:6][CH2:7][OH:8].[Si:9](Cl)([C:12]([CH3:15])([CH3:14])[CH3:13])([CH3:11])[CH3:10].N1C=CN=C1. The catalyst is CN(C)C=O. (3) The reactants are [CH3:1][O:2][CH:3]1[CH2:6][N:5]([CH2:7][C:8]#[N:9])[CH2:4]1. The catalyst is [Ni].CCO. The product is [CH3:1][O:2][CH:3]1[CH2:6][N:5]([CH2:7][CH2:8][NH2:9])[CH2:4]1. The yield is 0.520.